This data is from Forward reaction prediction with 1.9M reactions from USPTO patents (1976-2016). The task is: Predict the product of the given reaction. (1) The product is: [OH:24][C:25]1[CH:33]=[CH:32][CH:31]=[CH:30][C:26]=1[C:27]([NH:1][CH2:2][C@H:3]1[N:8]([C:9]([C:11]2[N:12]=[C:13]([CH3:23])[S:14][C:15]=2[C:16]2[CH:17]=[C:18]([CH3:22])[CH:19]=[CH:20][CH:21]=2)=[O:10])[CH2:7][C@@H:6]2[C@H:4]1[CH2:5]2)=[O:28]. Given the reactants [NH2:1][CH2:2][C@H:3]1[N:8]([C:9]([C:11]2[N:12]=[C:13]([CH3:23])[S:14][C:15]=2[C:16]2[CH:17]=[C:18]([CH3:22])[CH:19]=[CH:20][CH:21]=2)=[O:10])[CH2:7][C@@H:6]2[C@H:4]1[CH2:5]2.[OH:24][C:25]1[CH:33]=[CH:32][CH:31]=[CH:30][C:26]=1[C:27](O)=[O:28], predict the reaction product. (2) Given the reactants [C:1]([O:5][C:6]([N:8]1[CH2:13][CH2:12][CH2:11][C:10](=O)[CH2:9]1)=[O:7])([CH3:4])([CH3:3])[CH3:2].[NH2:15][C:16]1[CH:21]=[CH:20][CH:19]=[CH:18][CH:17]=1.C[Si]([C:26]#[N:27])(C)C.[OH-].[NH4+].C#N, predict the reaction product. The product is: [C:1]([O:5][C:6]([N:8]1[CH2:13][CH2:12][CH2:11][C:10]([C:26]#[N:27])([NH:15][C:16]2[CH:21]=[CH:20][CH:19]=[CH:18][CH:17]=2)[CH2:9]1)=[O:7])([CH3:4])([CH3:3])[CH3:2].